From a dataset of Human Reference Interactome with 51,813 positive PPI pairs across 8,248 proteins, plus equal number of experimentally-validated negative pairs. Binary Classification. Given two protein amino acid sequences, predict whether they physically interact or not. (1) Protein 1 (ENSG00000100276) has sequence MGGSLRVAVLGAPGVGKTAIIRQFLFGDYPERHRPTDGPRLYRPAVLLDGAVYDLSIRDGDVAGPGSSPGGPEEWPDAKDWSLQDTDAFVLVYDICSPDSFDYVKALRQRIAETRPAGAPEAPILVVGNKRDRQRLRFGPRRALAALVRRGWRCGYLECSAKYNWHVLRLFRELLRCALVRARPAHPALRLQGALHPARCSLM*MGGSLRVAVLGAPGVGKTAIIRQFLFGDYPERHRPTDGPRLYRPAVLLDGAVYDLSIRDGDVAGPGSSPGGPEEWPDAKDWSLQDTDAFVLVYDIC.... Protein 2 (ENSG00000215695) has sequence MSSLPTSDGFNHPARSSGQSPDVGNPMSLARSVSASVCPIKPSDSDRIEPKAVKALKASAEFQLNSEKKEHLSLQDLSDHASSADHAPTDQSPAMPMQNSSEEITVAGNLEKSAERSTQGLKFHLHTRQEASLSVTSTRMHEPQMFLGEKDWHPENQNLSQVSDPQQHEEPGNEQYEVAQQKASHDQEYLCNIGDLELPEERQQNQHKIVDLEATMKGNGLPQNVDPPSAKKSIPSSECSGCSNSETFMEIDTAQQSLVTLLNSTGRQNANVKNIGALDLTLDNPLMEVETSKCNPSSEI.... Result: 0 (the proteins do not interact). (2) Protein 1 (ENSG00000105991) has sequence MDNARMNSFLEYPILSSGDSGTCSARAYPSDHRITTFQSCAVSANSCGGDDRFLVGRGVQIGSPHHHHHHHHRHPQPATYQTSGNLGVSYSHSSCGPSYGSQNFSAPYSPYALNQEADPPRSLSLPRIGDIFSSADF*MDNARMNSFLEYPILSSGDSGTCSARAYPSDHRITTFQSCAVSANSCGGDDRFLVGRGVQIGSPHHHHHHHHRHPQPATYQTSGNLGVSYSHSSCGPSYGSQNFSAPYSPYALNQEADVSGGYPQCAPAVYSGNLSSPMVQHHHHHQGYAGGAVGSPQYIHH.... Protein 2 (ENSG00000112514) has sequence XSSTVTWCALFSNHVAATQASLLLSFVWMPALLPVASRLLLLPRVLLTMASGSPPTQPSPASDSGSGYVPGSVSAAFVTCPNEKVAKEIARAVVEKRLAACVNLIPQITSM*MPALLPVASRLLLLPRVLLTMASGSPPTQPSPASDSGSGYVPGSVSAAFVTCPNEKVAKEIARAVVEKRLAACVNLIPQITSIYEWKGKIEEDSEVLMMIKTQSSLVPALTDFVRSVHPYEVAEVIALPVEQGNFPYLQWVRQVTESVSDSITVLP*MSGGRAMSGGRAPAVLLGGVVSDRPRPAPSG.... Result: 1 (the proteins interact). (3) Protein 1 (ENSG00000163527) has sequence MAEPSAPESKHKSSLNSSPWSGLMALGNSRHGHHGPGAQCAHKAAGGAAPPKPAPAGLSGGLSQPAGWQSLLSFTILFLAWLAGFSSRLFAVIRFESIIHEFDPWFNYRSTHHLASHGFYEFLNWFDERAWYPLGRIVGGTVYPGLMITAGLIHWILNTLNITVHIRDVCVFLAPTFSGLTSISTFLLTRELWNQGAGLLAACFIAIVPGYISRSVAGSFDNEGIAIFALQFTYYLWVKSVKTGSVFWTMCCCLSYFYMVSAWGGYVFIINLIPLHVFVLLLMQRYSKRVYIAYSTFYIV.... Protein 2 (ENSG00000067334) has sequence MVVTRSARAKASIQAASAESSGQKSFAANGIQAHPESSTGSDARTTAESQTTGKQSLIPRTPKARKRKSRTTGSLPKGTEPSTDGETSEAESNYSVSEHHDTILRVTRRRQILIACSPVSSVRKKPKVTPTKESYTEEIVSEAESHVSGISRIVLPTEKTTGARRSKAKSLTDPSQESHTEAISDAETSSSDISFSGIATRRTRSMQRKLKAQTEKKDSKIVPGNEKQIVGTPVNSEDSDTRQTSHLQARSLSEINKPNFYNNDFDDDFSHRSSENILTVHEQANVESLKETKQNCKDLD.... Result: 0 (the proteins do not interact). (4) Protein 1 (ENSG00000173926) has sequence MTTSRCSHLPEVLPDCTSSAAPVVKTVEDCGSLVNGQPQYVMQVSAKDGQLLSTVVRTLATQSPFNDRPMCRICHEGSSQEDLLSPCECTGTLGTIHRSCLEHWLSSSNTSYCELCHFRFAVERKPRPLVEWLRNPGPQHEKRTLFGDMVCFLFITPLATISGWLCLRGAVDHLHFSSRLEAVGLIALTVALFTIYLFWTLVSFRYHCRLYNEWRRTNQRVILLIPKSVNVPSNQPSLLGLHSVKRNSKETVV*MTTSRCSHLPEVLPDCTSSAAPVVKTVEDCGSLVNGQPQYVMQVSA.... Protein 2 (ENSG00000117308) has sequence MAEKVLVTGGAGYIGSHTVLELLEAGYLPVVIDNFHNAFRGGGSLPESLRRVQELTGRSVEFEEMDILDQGALQRLFKKYSFMAVIHFAGLKAVGESVQKPLDYYRVNLTGTIQLLEIMKAHGVKNLVFSSSATVYGNPQYLPLDEAHPTGGCTNPYGKSKFFIEEMIRDLCQADKTWNAVLLRYFNPTGAHASGCIGEDPQGIPNNLMPYVSQVAIGRREALNVFGNDYDTEDGTGVRDYIHVVDLAKGHIAALRKLKEQCGCRIYNLGTGTGYSVLQMVQAMEKASGKKIPYKVVARR.... Result: 0 (the proteins do not interact). (5) Protein 1 (ENSG00000186146) has sequence MRVLFFVFGVLSLMFTVPPARSFISNDECPSEYYHCRLKCNADEHAIRYCADFSICCKLKIIEIDGQKKW*. Protein 2 (ENSG00000135916) has sequence MVKISFQPAVAGIKGDKADKASASAPAPASATEILLTPAREEQPPQHRSKRGGSVGGVCYLSMGMVVLLMGLVFASVYIYRYFFLAQLARDNFFRCGVLYEDSLSSQVRTQMELEEDVKIYLDENYERINVPVPQFGGGDPADIIHDFQRGLTAYHDISLDKCYVIELNTTIVLPPRNFWELLMNVKRGTYLPQTYIIQEEMVVTEHVSDKEALGSFIYHLCNGKDTYRLRRRATRRRINKRGAKNCNAIRHFENTFVVETLICGVV*MVKISFQPAVAGIKGDKADKASASAPAPASAT.... Result: 0 (the proteins do not interact).